From a dataset of Full USPTO retrosynthesis dataset with 1.9M reactions from patents (1976-2016). Predict the reactants needed to synthesize the given product. (1) Given the product [NH:7]1[C:8]2[C:4](=[CH:3][C:2]([C:40]#[C:39][C:37]([CH3:38])([OH:41])[CH3:36])=[CH:10][CH:9]=2)[CH:5]=[CH:6]1, predict the reactants needed to synthesize it. The reactants are: I[C:2]1[CH:3]=[C:4]2[C:8](=[CH:9][CH:10]=1)[NH:7][CH:6]=[CH:5]2.C1(P(C2C=CC=CC=2)C2C=CC=CC=2)C=CC=CC=1.C(=O)([O-])[O-].[K+].[K+].[CH3:36][C:37]([OH:41])([C:39]#[CH:40])[CH3:38]. (2) The reactants are: [C:1]([Cl:6])(=[O:5])[C:2]([Cl:4])=[O:3].[CH3:7][CH:8]1[CH2:10][CH:9]1[C:11]([OH:13])=[O:12].CN(C=O)C.[CH2:19](O)[C:20]1[CH:25]=[CH:24][CH:23]=[CH:22][CH:21]=1.N1C=CC=CC=1. Given the product [C:1]([Cl:6])(=[O:5])[C:2]([Cl:4])=[O:3].[CH3:7][C@@H:8]1[CH2:10][C@H:9]1[C:11]([O:13][CH2:19][C:20]1[CH:25]=[CH:24][CH:23]=[CH:22][CH:21]=1)=[O:12], predict the reactants needed to synthesize it. (3) The reactants are: [C:1]([C:3]1[CH:8]=[CH:7][C:6]([C:9]2[CH:13]=[CH:12][N:11]([CH2:14][CH2:15][NH:16]C(=O)OC(C)(C)C)[N:10]=2)=[CH:5][C:4]=1[N+:24]([O-:26])=[O:25])#[N:2]. Given the product [NH2:16][CH2:15][CH2:14][N:11]1[CH:12]=[CH:13][C:9]([C:6]2[CH:7]=[CH:8][C:3]([C:1]#[N:2])=[C:4]([N+:24]([O-:26])=[O:25])[CH:5]=2)=[N:10]1, predict the reactants needed to synthesize it. (4) Given the product [F:34][C:11]1[CH:10]=[C:9]([O:8][C:6]2[CH:5]=[CH:4][N:3]=[C:2]([NH:1][C:40]([N:37]3[CH2:47][CH:46]([OH:45])[CH2:51]3)=[O:53])[CH:7]=2)[C:14]([F:15])=[CH:13][C:12]=1[NH:16][C:17]([CH2:19][C:20]1([CH2:23][C:24]([NH:26][C:27]2[CH:28]=[CH:29][C:30]([F:33])=[CH:31][CH:32]=2)=[O:25])[CH2:22][CH2:21]1)=[O:18], predict the reactants needed to synthesize it. The reactants are: [NH2:1][C:2]1[CH:7]=[C:6]([O:8][C:9]2[C:14]([F:15])=[CH:13][C:12]([NH:16][C:17]([CH2:19][C:20]3([CH2:23][C:24]([NH:26][C:27]4[CH:32]=[CH:31][C:30]([F:33])=[CH:29][CH:28]=4)=[O:25])[CH2:22][CH2:21]3)=[O:18])=[C:11]([F:34])[CH:10]=2)[CH:5]=[CH:4][N:3]=1.C([N:37]([CH2:40]C)CC)C.ClC([O:45][C:46]1[CH:51]=CC=C[CH:47]=1)=O.C(=O)([O-])[OH:53].[Na+]. (5) Given the product [CH3:1][O:2][C:3]1[CH:4]=[C:5]([I:21])[CH:7]=[C:8]([O:10][CH3:11])[CH:9]=1, predict the reactants needed to synthesize it. The reactants are: [CH3:1][O:2][C:3]1[CH:4]=[C:5]([CH:7]=[C:8]([O:10][CH3:11])[CH:9]=1)N.OS(O)(=O)=O.N([O-])=O.[Na+].[I-:21].[K+].N#N. (6) The reactants are: F[C:2]1[CH:7]=[CH:6][C:5]([N+:8]([O-:10])=[O:9])=[CH:4][C:3]=1[C:11]([N:13]1[CH2:18][CH2:17][N:16]([C:19]2[CH:24]=[CH:23][CH:22]=[CH:21][C:20]=2[F:25])[CH2:15][CH2:14]1)=[O:12].[NH:26]1[CH2:31][CH2:30][O:29][CH2:28][CH2:27]1. Given the product [F:25][C:20]1[CH:21]=[CH:22][CH:23]=[CH:24][C:19]=1[N:16]1[CH2:17][CH2:18][N:13]([C:11]([C:3]2[CH:4]=[C:5]([N+:8]([O-:10])=[O:9])[CH:6]=[CH:7][C:2]=2[N:26]2[CH2:31][CH2:30][O:29][CH2:28][CH2:27]2)=[O:12])[CH2:14][CH2:15]1, predict the reactants needed to synthesize it.